This data is from Full USPTO retrosynthesis dataset with 1.9M reactions from patents (1976-2016). The task is: Predict the reactants needed to synthesize the given product. (1) Given the product [NH2:1][C:2]1[S:3][C:4]([C:12]2[CH:13]=[CH:14][N:15]=[CH:16][CH:17]=2)=[CH:5][C:6]=1[C:7]([OH:9])=[O:8], predict the reactants needed to synthesize it. The reactants are: [NH2:1][C:2]1[S:3][C:4]([C:12]2[CH:17]=[CH:16][N:15]=[CH:14][CH:13]=2)=[CH:5][C:6]=1[C:7]([O:9]CC)=[O:8].O.[OH-].[Li+]. (2) Given the product [CH3:32][N:24]([CH:21]1[CH2:22][CH2:23][N:18]([C:11]2[C:12]3[C:17](=[CH:16][CH:15]=[CH:14][CH:13]=3)[C:8]([C:38]3[N:34]([CH3:33])[N:35]=[CH:36][CH:37]=3)=[N:9][N:10]=2)[CH2:19][CH2:20]1)[C:25](=[O:31])[O:26][C:27]([CH3:30])([CH3:29])[CH3:28], predict the reactants needed to synthesize it. The reactants are: C(=O)([O-])[O-].[Na+].[Na+].Cl[C:8]1[C:17]2[C:12](=[CH:13][CH:14]=[CH:15][CH:16]=2)[C:11]([N:18]2[CH2:23][CH2:22][CH:21]([N:24]([CH3:32])[C:25](=[O:31])[O:26][C:27]([CH3:30])([CH3:29])[CH3:28])[CH2:20][CH2:19]2)=[N:10][N:9]=1.[CH3:33][N:34]1[C:38](B2OC(C)(C)C(C)(C)O2)=[CH:37][CH:36]=[N:35]1.C1(C)C=CC=CC=1.